Dataset: Forward reaction prediction with 1.9M reactions from USPTO patents (1976-2016). Task: Predict the product of the given reaction. (1) The product is: [O:46]=[C:37]([NH:36][CH2:33][CH2:34][CH3:35])[CH:38]([NH:39][C:26]([C:24]1[O:25][C:21]2[CH:22]=[CH:29][C:18]([NH:17][C:15]([C:10]3[C:9]([C:6]4[CH:5]=[CH:4][C:3]([C:2]([F:30])([F:31])[F:1])=[CH:8][CH:7]=4)=[CH:14][CH:13]=[CH:12][CH:11]=3)=[O:16])=[CH:19][C:20]=2[CH:23]=1)=[O:28])[C:40]1[CH:45]=[CH:44][CH:43]=[CH:42][CH:41]=1. Given the reactants [F:1][C:2]([F:31])([F:30])[C:3]1[CH:8]=[CH:7][C:6]([C:9]2[C:10]([C:15]([NH:17][C:18]3[CH:19]=[CH:20][C:21]4[O:25][C:24]([C:26]([OH:28])=O)=[CH:23][C:22]=4[CH:29]=3)=[O:16])=[CH:11][CH:12]=[CH:13][CH:14]=2)=[CH:5][CH:4]=1.Cl.[CH2:33]([NH:36][C:37](=[O:46])[C@H:38]([C:40]1[CH:45]=[CH:44][CH:43]=[CH:42][CH:41]=1)[NH2:39])[CH2:34][CH3:35].C1CN([P+](Br)(N2CCCC2)N2CCCC2)CC1.F[P-](F)(F)(F)(F)F.C(N(C(C)C)CC)(C)C, predict the reaction product. (2) Given the reactants [N+:1]([C:4]1[CH:9]=[CH:8][C:7]([CH2:10][S:11](Cl)(=[O:13])=[O:12])=[CH:6][CH:5]=1)([O-:3])=[O:2].[CH2:15]([NH2:18])[C:16]#[CH:17], predict the reaction product. The product is: [CH2:15]([NH:18][S:11]([CH2:10][C:7]1[CH:8]=[CH:9][C:4]([N+:1]([O-:3])=[O:2])=[CH:5][CH:6]=1)(=[O:13])=[O:12])[C:16]#[CH:17]. (3) Given the reactants ClC1C=CC(C2[C:9]([CH:14]=[O:15])=[CH:10][CH:11]=[CH:12][CH:13]=2)=CC=1.[NH:16]1[CH2:20][CH2:19][C@@H:18]([NH:21][C:22](=[O:28])[O:23][C:24]([CH3:27])([CH3:26])[CH3:25])[CH2:17]1.N1(C(OC(C)(C)C)=O)CCNC[CH2:30]1, predict the reaction product. The product is: [CH3:30][C:12]1([CH3:13])[CH2:11][CH:10]([N:16]2[CH2:20][CH2:19][C@@H:18]([NH:21][C:22](=[O:28])[O:23][C:24]([CH3:25])([CH3:27])[CH3:26])[CH2:17]2)[CH2:9][CH2:14][O:15]1. (4) Given the reactants [O:1]1[CH2:3][CH:2]1[CH2:4][N:5]1[CH2:14][CH2:13][C:12]2[C:7](=[CH:8][CH:9]=[CH:10][CH:11]=2)[CH2:6]1.[NH3:15], predict the reaction product. The product is: [NH2:15][CH2:3][CH:2]([OH:1])[CH2:4][N:5]1[CH2:14][CH2:13][C:12]2[C:7](=[CH:8][CH:9]=[CH:10][CH:11]=2)[CH2:6]1. (5) Given the reactants [NH2:1][C:2]1[N:7]([CH2:8][C:9]2[CH:14]=[CH:13][CH:12]=[CH:11][CH:10]=2)[C:6](=[O:15])[NH:5][C:4](=[O:16])[CH:3]=1.C1C(=O)N([Br:24])C(=O)C1, predict the reaction product. The product is: [NH2:1][C:2]1[N:7]([CH2:8][C:9]2[CH:14]=[CH:13][CH:12]=[CH:11][CH:10]=2)[C:6](=[O:15])[NH:5][C:4](=[O:16])[C:3]=1[Br:24]. (6) Given the reactants [NH2:1]N1C2C=NC=CC=2C2C1=CC(Cl)=CC=2.N1C=CC=CC=1.Cl[C:23]([O:25][C:26]1[CH:31]=[CH:30][CH:29]=[CH:28][CH:27]=1)=[O:24], predict the reaction product. The product is: [C:23](=[O:24])([O:25][C:26]1[CH:31]=[CH:30][CH:29]=[CH:28][CH:27]=1)[NH2:1]. (7) Given the reactants C([O:3][C:4](=O)[CH2:5][O:6][C:7]1[CH:8]=[C:9]2[C:13](=[C:14]([N:16]([CH3:26])[S:17]([C:20]3[CH:25]=[CH:24][CH:23]=[CH:22][N:21]=3)(=[O:19])=[O:18])[CH:15]=1)[NH:12][C:11]([C:27]1[S:28][CH:29]([CH2:32][N:33]3[CH2:38][CH2:37][S:36][CH2:35][CH2:34]3)[CH2:30][N:31]=1)=[CH:10]2)C.[BH4-].[Li+].Cl.C(=O)([O-])O.[Na+], predict the reaction product. The product is: [OH:3][CH2:4][CH2:5][O:6][C:7]1[CH:8]=[C:9]2[C:13](=[C:14]([N:16]([CH3:26])[S:17]([C:20]3[CH:25]=[CH:24][CH:23]=[CH:22][N:21]=3)(=[O:18])=[O:19])[CH:15]=1)[NH:12][C:11]([C:27]1[S:28][CH:29]([CH2:32][N:33]3[CH2:38][CH2:37][S:36][CH2:35][CH2:34]3)[CH2:30][N:31]=1)=[CH:10]2.